From a dataset of Peptide-MHC class I binding affinity with 185,985 pairs from IEDB/IMGT. Regression. Given a peptide amino acid sequence and an MHC pseudo amino acid sequence, predict their binding affinity value. This is MHC class I binding data. (1) The peptide sequence is ELVNQIIEQL. The MHC is HLA-A01:01 with pseudo-sequence HLA-A01:01. The binding affinity (normalized) is 0. (2) The peptide sequence is WIKNLETYT. The MHC is HLA-A68:01 with pseudo-sequence HLA-A68:01. The binding affinity (normalized) is 0. (3) The peptide sequence is DFPIFNQRY. The MHC is HLA-A31:01 with pseudo-sequence HLA-A31:01. The binding affinity (normalized) is 0.0847. (4) The peptide sequence is CVDIFTEGK. The MHC is HLA-A03:01 with pseudo-sequence HLA-A03:01. The binding affinity (normalized) is 0.239. (5) The peptide sequence is VMAPRTLIL. The MHC is HLA-B83:01 with pseudo-sequence HLA-B83:01. The binding affinity (normalized) is 0.213.